This data is from Forward reaction prediction with 1.9M reactions from USPTO patents (1976-2016). The task is: Predict the product of the given reaction. (1) Given the reactants [NH2:1][C:2]1[CH:3]=[C:4]([C:9]2[CH:21]=[CH:20][C:12]3[N:13]=[C:14]([NH:16]C(=O)C)[S:15][C:11]=3[CH:10]=2)[CH:5]=[N:6][C:7]=1[Cl:8].[Cl:22][C:23]1[CH:28]=[C:27]([C:29]([F:32])([F:31])[F:30])[CH:26]=[CH:25][C:24]=1[S:33](Cl)(=[O:35])=[O:34], predict the reaction product. The product is: [NH2:16][C:14]1[S:15][C:11]2[CH:10]=[C:9]([C:4]3[CH:3]=[C:2]([NH:1][S:33]([C:24]4[CH:25]=[CH:26][C:27]([C:29]([F:30])([F:31])[F:32])=[CH:28][C:23]=4[Cl:22])(=[O:35])=[O:34])[C:7]([Cl:8])=[N:6][CH:5]=3)[CH:21]=[CH:20][C:12]=2[N:13]=1. (2) Given the reactants BrC1S[C:5]([C:7]([NH:9][CH:10]([C:12]2[N:17]=[N:16][C:15]([NH:18][C:19]3[CH:24]=[CH:23][C:22]([O:25][CH3:26])=[CH:21][CH:20]=3)=[N:14][CH:13]=2)[CH3:11])=[O:8])=[CH:4][CH:3]=1.NC(C1N=NC(NC2C=CC(OC)=CC=2)=NC=1)C.[S:45]1C=CC(C(O)=O)=[CH:46]1, predict the reaction product. The product is: [CH3:26][O:25][C:22]1[CH:21]=[CH:20][C:19]([NH:18][C:15]2[N:16]=[N:17][C:12]([CH:10]([NH:9][C:7]([C:5]3[CH:4]=[CH:3][S:45][CH:46]=3)=[O:8])[CH3:11])=[CH:13][N:14]=2)=[CH:24][CH:23]=1. (3) Given the reactants [S:1]1[CH2:5][CH:4]=[C:3]2[C:6]3[CH:10]=[CH:9][S:8][C:7]=3C=[C:2]12.[CH2:12]([Li])[CH2:13]CC.[CH2:17]([O:20][C:21]1[C:26]([C:27]([CH3:30])([CH3:29])[CH3:28])=[CH:25][C:24]([CH3:31])=[CH:23][C:22]=1[Si:32](Cl)([CH3:34])[CH3:33])[CH:18]=[CH2:19].O1CCC[CH2:37]1, predict the reaction product. The product is: [CH2:17]([O:20][C:21]1[C:26]([C:27]([CH3:30])([CH3:29])[CH3:28])=[CH:25][C:24]([CH3:31])=[CH:23][C:22]=1[Si:32]([C:34]1[C:7]2[S:8][CH:9]=[CH:10][C:6]=2[C:3]2[C:2]=1[S:1][CH2:5][CH:4]=2)([CH2:12][CH3:13])[CH2:33][CH3:37])[CH:18]=[CH2:19]. (4) Given the reactants [F:1][C:2]1[CH:7]=[CH:6][CH:5]=[CH:4][C:3]=1[C@H:8]1[CH2:17][CH2:16][CH2:15][C@@H:14]2[N:9]1[C:10](=[O:18])[CH2:11][CH:12]=[CH:13]2.[H][H], predict the reaction product. The product is: [F:1][C:2]1[CH:7]=[CH:6][CH:5]=[CH:4][C:3]=1[C@H:8]1[CH2:17][CH2:16][CH2:15][C@@H:14]2[N:9]1[C:10](=[O:18])[CH2:11][CH2:12][CH2:13]2. (5) Given the reactants [N+:1]([CH2:4][C:5]1[CH:10]=[CH:9][C:8]([C:11]2[CH:16]=[CH:15][C:14]([C:17]([F:20])([F:19])[F:18])=[CH:13][CH:12]=2)=[CH:7][CH:6]=1)([O-:3])=[O:2].[CH2:21]1[CH2:31][CH2:30]N2C(=NCCC2)C[CH2:22]1.C1(C=O)CC1, predict the reaction product. The product is: [CH:21]1(/[CH:22]=[C:4](/[C:5]2[CH:6]=[CH:7][C:8]([C:11]3[CH:16]=[CH:15][C:14]([C:17]([F:18])([F:19])[F:20])=[CH:13][CH:12]=3)=[CH:9][CH:10]=2)\[N+:1]([O-:3])=[O:2])[CH2:30][CH2:31]1. (6) Given the reactants Cl[CH:2]([C:9]1[CH:14]=[CH:13][CH:12]=[CH:11][CH:10]=1)[C:3]1[CH:8]=[CH:7][CH:6]=[CH:5][CH:4]=1.[SH:15][CH2:16][C:17]([O:19][CH2:20][CH3:21])=[O:18], predict the reaction product. The product is: [CH:2]([S:15][CH2:16][C:17]([O:19][CH2:20][CH3:21])=[O:18])([C:9]1[CH:14]=[CH:13][CH:12]=[CH:11][CH:10]=1)[C:3]1[CH:8]=[CH:7][CH:6]=[CH:5][CH:4]=1.